Dataset: Reaction yield outcomes from USPTO patents with 853,638 reactions. Task: Predict the reaction yield, written as a fraction of the theoretical maximum amount of product (1.0 means a 100% yield; for example, 0.34 means a 34% yield). (1) The reactants are [OH:1][CH2:2][C:3]([CH3:12])([CH3:11])[C:4]([NH:6][CH2:7][CH2:8][O:9][CH3:10])=[O:5].[N+:13]([C:16]1[CH:23]=[CH:22][CH:21]=[C:20]([N+]([O-])=O)[C:17]=1[C:18]#[N:19])([O-:15])=[O:14]. No catalyst specified. The product is [C:18]([C:17]1[C:16]([N+:13]([O-:15])=[O:14])=[CH:23][CH:22]=[CH:21][C:20]=1[O:1][CH2:2][C:3]([CH3:12])([CH3:11])[C:4]([NH:6][CH2:7][CH2:8][O:9][CH3:10])=[O:5])#[N:19]. The yield is 0.550. (2) The reactants are [Cl:1][C:2]1[CH:8]=[CH:7][C:5]([NH2:6])=[CH:4][CH:3]=1.[N:9]([O-])=O.[Na+].C([O-])(=O)C.[Na+].[C:18]([CH2:21][C:22](=[O:24])[CH3:23])(=[O:20])[CH3:19]. The catalyst is C(O)(=O)C.Cl.O.C(O)C. The product is [Cl:1][C:2]1[CH:8]=[CH:7][C:5]([NH:6][N:9]=[C:21]([C:22](=[O:24])[CH3:23])[C:18](=[O:20])[CH3:19])=[CH:4][CH:3]=1. The yield is 0.900. (3) The reactants are [N:1]1[C:5]2[CH:6]=[CH:7][C:8]([C:10]([OH:12])=O)=[CH:9][C:4]=2[NH:3][CH:2]=1.[CH3:13][N:14]1[CH2:19][CH2:18][NH:17][CH2:16][CH2:15]1. No catalyst specified. The product is [CH3:13][N:14]1[CH2:19][CH2:18][N:17]([C:10]([C:8]2[CH:7]=[CH:6][C:5]3[NH:1][CH:2]=[N:3][C:4]=3[CH:9]=2)=[O:12])[CH2:16][CH2:15]1. The yield is 0.630.